Dataset: Cav3 T-type calcium channel HTS with 100,875 compounds. Task: Binary Classification. Given a drug SMILES string, predict its activity (active/inactive) in a high-throughput screening assay against a specified biological target. (1) The drug is Fc1ccc(/C=N\NC(=O)c2n(nc(C(C)(C)C)c2)c2ccccc2)cc1. The result is 0 (inactive). (2) The molecule is O1N=C(CC1C(=O)NCCc1ccc(cc1)C)c1c([N+]([O-])=O)cccc1. The result is 0 (inactive). (3) The molecule is O=C(N1CCN(CC1)c1c(c(ccc1)C)C)CCCOc1ccccc1. The result is 1 (active). (4) The compound is S(c1n(c(=O)c2[nH]c3c(c2n1)cccc3)c1ccc(OC)cc1)CC(=O)NCc1occc1. The result is 0 (inactive). (5) The molecule is O=C(NC1CCN(CC1)C(OCC)=O)C(n1c2c(c3c1cccc3)cnn(c2=O)C)C. The result is 0 (inactive).